The task is: Regression. Given a peptide amino acid sequence and an MHC pseudo amino acid sequence, predict their binding affinity value. This is MHC class II binding data.. This data is from Peptide-MHC class II binding affinity with 134,281 pairs from IEDB. (1) The peptide sequence is EIKSTKPEASSGEPVVVHIT. The MHC is DRB3_0101 with pseudo-sequence DRB3_0101. The binding affinity (normalized) is 0. (2) The peptide sequence is GQFRVIGPRHPIRAL. The MHC is DRB1_0101 with pseudo-sequence DRB1_0101. The binding affinity (normalized) is 0.949. (3) The peptide sequence is AAATAGVTVYGAFAA. The MHC is HLA-DPA10103-DPB10601 with pseudo-sequence HLA-DPA10103-DPB10601. The binding affinity (normalized) is 0.0700. (4) The peptide sequence is IVQTLNAMPEYQNLL. The MHC is HLA-DQA10102-DQB10502 with pseudo-sequence HLA-DQA10102-DQB10502. The binding affinity (normalized) is 0.564. (5) The peptide sequence is PPVSFHGSDGCWYPM. The MHC is HLA-DQA10102-DQB10501 with pseudo-sequence HLA-DQA10102-DQB10501. The binding affinity (normalized) is 0.427.